From a dataset of Full USPTO retrosynthesis dataset with 1.9M reactions from patents (1976-2016). Predict the reactants needed to synthesize the given product. (1) The reactants are: [Cl:1][C:2]1[CH:3]=[CH:4][C:5]2[NH:11][C:10](=S)[CH:9]([CH2:13][C:14]([O:16][CH2:17][CH3:18])=[O:15])[O:8][CH:7]([C:19]3[CH:24]=[CH:23][CH:22]=[C:21]([O:25][CH3:26])[C:20]=3[O:27][CH3:28])[C:6]=2[CH:29]=1.[NH:30]([C:32](=O)[CH2:33][CH2:34][CH2:35][NH:36][C:37](=[O:43])[O:38][C:39]([CH3:42])([CH3:41])[CH3:40])[NH2:31]. Given the product [C:39]([O:38][C:37]([NH:36][CH2:35][CH2:34][CH2:33][C:32]1[N:11]2[C:5]3[CH:4]=[CH:3][C:2]([Cl:1])=[CH:29][C:6]=3[CH:7]([C:19]3[CH:24]=[CH:23][CH:22]=[C:21]([O:25][CH3:26])[C:20]=3[O:27][CH3:28])[O:8][CH:9]([CH2:13][C:14]([O:16][CH2:17][CH3:18])=[O:15])[C:10]2=[N:31][N:30]=1)=[O:43])([CH3:42])([CH3:40])[CH3:41], predict the reactants needed to synthesize it. (2) The reactants are: [CH2:1]([C:8]1[N:12]=[C:11]([CH:13]=[CH:14][C:15]2[CH:20]=[CH:19][C:18]([O:21][Si](C(C)(C)C)(C)C)=[C:17]([O:29][Si](C(C)(C)C)(C)C)[CH:16]=2)[O:10][N:9]=1)[C:2]1[CH:7]=[CH:6][CH:5]=[CH:4][CH:3]=1.CCCC[N+](CCCC)(CCCC)CCCC.[F-]. Given the product [CH2:1]([C:8]1[N:12]=[C:11]([CH:13]=[CH:14][C:15]2[CH:16]=[C:17]([OH:29])[C:18]([OH:21])=[CH:19][CH:20]=2)[O:10][N:9]=1)[C:2]1[CH:7]=[CH:6][CH:5]=[CH:4][CH:3]=1, predict the reactants needed to synthesize it. (3) Given the product [C:10]([NH:18][C:19]([NH:8][C:6]1[CH:5]=[C:4]([Br:9])[N:3]=[C:2]([Br:1])[CH:7]=1)=[S:20])(=[O:17])[C:11]1[CH:16]=[CH:15][CH:14]=[CH:13][CH:12]=1, predict the reactants needed to synthesize it. The reactants are: [Br:1][C:2]1[CH:7]=[C:6]([NH2:8])[CH:5]=[C:4]([Br:9])[N:3]=1.[C:10]([N:18]=[C:19]=[S:20])(=[O:17])[C:11]1[CH:16]=[CH:15][CH:14]=[CH:13][CH:12]=1. (4) Given the product [CH3:1][N:2]1[C:6]2[CH:7]=[CH:8][C:9]([N:11]3[CH:16]=[C:15]([C:17]([O:19][CH2:20][CH3:21])=[O:18])[C:14](=[O:22])[N:13]([C@H:31]4[C:32]5[C:28](=[C:27]([C:26]([F:25])([F:37])[F:38])[CH:35]=[CH:34][CH:33]=5)[CH2:29][CH2:30]4)[C:12]3=[O:23])=[CH:10][C:5]=2[S:4][C:3]1=[O:24], predict the reactants needed to synthesize it. The reactants are: [CH3:1][N:2]1[C:6]2[CH:7]=[CH:8][C:9]([N:11]3[CH:16]=[C:15]([C:17]([O:19][CH2:20][CH3:21])=[O:18])[C:14](=[O:22])[NH:13][C:12]3=[O:23])=[CH:10][C:5]=2[S:4][C:3]1=[O:24].[F:25][C:26]([F:38])([F:37])[C:27]1[CH:35]=[CH:34][CH:33]=[C:32]2[C:28]=1[CH2:29][CH2:30][C@@H:31]2O.C1(P(C2C=CC=CC=2)C2C=CC=CC=2)C=CC=CC=1.N(C(OC(C)C)=O)=NC(OC(C)C)=O. (5) The reactants are: [Br:1][C:2]1[CH:7]=[CH:6][C:5]([C:8]23[CH2:13][CH:12]2[C:11](=O)[NH:10][C:9]3=O)=[C:4]([F:16])[CH:3]=1.B(F)(F)F.CCOCC.S(C)C. Given the product [Br:1][C:2]1[CH:7]=[CH:6][C:5]([C:8]23[CH2:13][CH:12]2[CH2:11][NH:10][CH2:9]3)=[C:4]([F:16])[CH:3]=1, predict the reactants needed to synthesize it.